From a dataset of Catalyst prediction with 721,799 reactions and 888 catalyst types from USPTO. Predict which catalyst facilitates the given reaction. (1) Reactant: [NH2:1][C:2]1[CH:3]=[C:4]([CH:9]=[CH:10][N:11]=1)[C:5]([O:7][CH3:8])=[O:6].[F:12][C:13]([F:23])([F:22])[C:14]1[CH:15]=[C:16]([CH:19]=[CH:20][CH:21]=1)[CH:17]=O.C(O)(=O)C.[Na]. Product: [F:12][C:13]([F:22])([F:23])[C:14]1[CH:15]=[C:16]([CH:19]=[CH:20][CH:21]=1)[CH2:17][NH:1][C:2]1[CH:3]=[C:4]([CH:9]=[CH:10][N:11]=1)[C:5]([O:7][CH3:8])=[O:6]. The catalyst class is: 54. (2) Reactant: [C:1]([NH2:5])([CH3:4])([CH3:3])[CH3:2].[H-].[Na+].[Br:8][C:9]1[CH:14]=[CH:13][C:12](F)=[C:11]([N+:16]([O-:18])=[O:17])[CH:10]=1. The catalyst class is: 16. Product: [Br:8][C:9]1[CH:14]=[CH:13][C:12]([NH:5][C:1]([CH3:4])([CH3:3])[CH3:2])=[C:11]([N+:16]([O-:18])=[O:17])[CH:10]=1. (3) Reactant: [Cl:1][C:2]1[CH:7]=[CH:6][CH:5]=[CH:4][C:3]=1[C:8]1[N:9]([C:18]([O:20][CH2:21][CH3:22])=[O:19])[C:10]2[C:15]([CH:16]=1)=[CH:14][C:13](I)=[CH:12][CH:11]=2.[C:23]([C:25]1[CH:30]=[CH:29][C:28](B(O)O)=[C:27]([CH3:34])[CH:26]=1)#[N:24].C(=O)([O-])[O-].[K+].[K+]. Product: [Cl:1][C:2]1[CH:7]=[CH:6][CH:5]=[CH:4][C:3]=1[C:8]1[N:9]([C:18]([O:20][CH2:21][CH3:22])=[O:19])[C:10]2[C:15]([CH:16]=1)=[CH:14][C:13]([C:28]1[CH:29]=[CH:30][C:25]([C:23]#[N:24])=[CH:26][C:27]=1[CH3:34])=[CH:12][CH:11]=2. The catalyst class is: 38.